Dataset: Forward reaction prediction with 1.9M reactions from USPTO patents (1976-2016). Task: Predict the product of the given reaction. (1) Given the reactants C([O:5][C:6]1[C:7](=[O:24])[C:8](=O)[C:9]=1[CH:10]=[C:11]1[C:19]([CH3:21])([CH3:20])[C:18]2[C:13](=[CH:14][CH:15]=[CH:16][CH:17]=2)[N:12]1[CH3:22])CCC.[N:25]#[C:26][NH2:27].[CH2:28]([N:30]([CH2:33][CH3:34])[CH2:31][CH3:32])[CH3:29], predict the reaction product. The product is: [CH2:28]([NH+:30]([CH2:33][CH3:34])[CH2:31][CH3:32])[CH3:29].[C:26]([N:27]=[C:8]1[C:7](=[O:24])[C:6]([O-:5])=[C:9]1[CH:10]=[C:11]1[C:19]([CH3:21])([CH3:20])[C:18]2[C:13](=[CH:14][CH:15]=[CH:16][CH:17]=2)[N:12]1[CH3:22])#[N:25]. (2) Given the reactants Cl[C:2]1[N:3]([C:15]2[CH:20]=[CH:19][CH:18]=[CH:17][C:16]=2[Cl:21])[C:4](=[O:14])[C:5]2[C:6]([N:13]=1)=[N:7][C:8]([S:11][CH3:12])=[N:9][CH:10]=2.[N-:22]=[N+:23]=[N-:24].[Na+], predict the reaction product. The product is: [Cl:21][C:16]1[CH:17]=[CH:18][CH:19]=[CH:20][C:15]=1[N:3]1[C:4](=[O:14])[C:5]2[C:6](=[N:7][C:8]([S:11][CH3:12])=[N:9][CH:10]=2)[N:13]2[N:22]=[N:23][N:24]=[C:2]12. (3) Given the reactants [F:1][C:2]([F:20])([F:19])[C:3]1[CH:4]=[N:5][N:6]([C:8]2[N:13]=[CH:12][C:11]([C:14](=[O:18])[CH2:15][CH2:16][CH3:17])=[CH:10][CH:9]=2)[CH:7]=1.[BH4-].[Na+], predict the reaction product. The product is: [F:20][C:2]([F:1])([F:19])[C:3]1[CH:4]=[N:5][N:6]([C:8]2[N:13]=[CH:12][C:11]([CH:14]([OH:18])[CH2:15][CH2:16][CH3:17])=[CH:10][CH:9]=2)[CH:7]=1. (4) Given the reactants [CH2:1]([C:4]1[S:33][C:7]2[N:8]=[C:9]([N:25]3[CH2:29][CH2:28][C@H:27]([C:30]([OH:32])=O)[CH2:26]3)[N:10]=[C:11]([N:12]3[CH2:17][CH2:16][N:15]4[C:18]([C:21]([F:24])([F:23])[F:22])=[N:19][N:20]=[C:14]4[CH2:13]3)[C:6]=2[CH:5]=1)[CH2:2][CH3:3].[Cl-].[NH4+].C(Cl)CCl.C1C=CC2N(O)N=[N:46]C=2C=1.C(N(C(C)C)CC)(C)C, predict the reaction product. The product is: [CH2:1]([C:4]1[S:33][C:7]2[N:8]=[C:9]([N:25]3[CH2:29][CH2:28][C@H:27]([C:30]([NH2:46])=[O:32])[CH2:26]3)[N:10]=[C:11]([N:12]3[CH2:17][CH2:16][N:15]4[C:18]([C:21]([F:24])([F:22])[F:23])=[N:19][N:20]=[C:14]4[CH2:13]3)[C:6]=2[CH:5]=1)[CH2:2][CH3:3].